Dataset: Full USPTO retrosynthesis dataset with 1.9M reactions from patents (1976-2016). Task: Predict the reactants needed to synthesize the given product. Given the product [F:17][C:2]([F:1])([F:16])[C:3]([NH:5][CH:6]1[CH:15]2[CH:10]([CH2:11][CH2:12][CH2:13][CH2:14]2)[CH2:9][N:8]([C:18]([O:21][C:10]([CH3:15])([CH3:11])[CH3:9])=[O:20])[CH2:7]1)=[O:4], predict the reactants needed to synthesize it. The reactants are: [F:1][C:2]([F:17])([F:16])[C:3]([NH:5][C:6]1[C:15]2[C:10](=[CH:11][CH:12]=[CH:13][CH:14]=2)[CH:9]=[N:8][CH:7]=1)=[O:4].[C:18]([OH:21])(=[O:20])C.